Dataset: NCI-60 drug combinations with 297,098 pairs across 59 cell lines. Task: Regression. Given two drug SMILES strings and cell line genomic features, predict the synergy score measuring deviation from expected non-interaction effect. (1) Drug 1: C1=CN(C(=O)N=C1N)C2C(C(C(O2)CO)O)O.Cl. Drug 2: C1C(C(OC1N2C=NC3=C(N=C(N=C32)Cl)N)CO)O. Cell line: DU-145. Synergy scores: CSS=41.1, Synergy_ZIP=-13.8, Synergy_Bliss=-4.20, Synergy_Loewe=-3.76, Synergy_HSA=0.609. (2) Drug 1: CC1=C2C(C(=O)C3(C(CC4C(C3C(C(C2(C)C)(CC1OC(=O)C(C(C5=CC=CC=C5)NC(=O)OC(C)(C)C)O)O)OC(=O)C6=CC=CC=C6)(CO4)OC(=O)C)OC)C)OC. Drug 2: C#CCC(CC1=CN=C2C(=N1)C(=NC(=N2)N)N)C3=CC=C(C=C3)C(=O)NC(CCC(=O)O)C(=O)O. Cell line: U251. Synergy scores: CSS=34.3, Synergy_ZIP=0.849, Synergy_Bliss=-2.82, Synergy_Loewe=-2.29, Synergy_HSA=-1.41. (3) Synergy scores: CSS=27.4, Synergy_ZIP=-0.0979, Synergy_Bliss=9.81, Synergy_Loewe=1.13, Synergy_HSA=10.3. Drug 2: CC1=C2C(C(=O)C3(C(CC4C(C3C(C(C2(C)C)(CC1OC(=O)C(C(C5=CC=CC=C5)NC(=O)C6=CC=CC=C6)O)O)OC(=O)C7=CC=CC=C7)(CO4)OC(=O)C)O)C)OC(=O)C. Drug 1: CC(C1=C(C=CC(=C1Cl)F)Cl)OC2=C(N=CC(=C2)C3=CN(N=C3)C4CCNCC4)N. Cell line: A498. (4) Drug 1: C1=CC=C(C(=C1)C(C2=CC=C(C=C2)Cl)C(Cl)Cl)Cl. Drug 2: CC12CCC3C(C1CCC2OP(=O)(O)O)CCC4=C3C=CC(=C4)OC(=O)N(CCCl)CCCl.[Na+]. Cell line: HOP-92. Synergy scores: CSS=0.839, Synergy_ZIP=1.57, Synergy_Bliss=4.24, Synergy_Loewe=4.70, Synergy_HSA=1.11. (5) Drug 1: CC1=C2C(C(=O)C3(C(CC4C(C3C(C(C2(C)C)(CC1OC(=O)C(C(C5=CC=CC=C5)NC(=O)OC(C)(C)C)O)O)OC(=O)C6=CC=CC=C6)(CO4)OC(=O)C)OC)C)OC. Drug 2: CC12CCC(CC1=CCC3C2CCC4(C3CC=C4C5=CN=CC=C5)C)O. Cell line: OVCAR-5. Synergy scores: CSS=38.7, Synergy_ZIP=2.19, Synergy_Bliss=1.20, Synergy_Loewe=-12.1, Synergy_HSA=2.34. (6) Drug 2: CC1CCC2CC(C(=CC=CC=CC(CC(C(=O)C(C(C(=CC(C(=O)CC(OC(=O)C3CCCCN3C(=O)C(=O)C1(O2)O)C(C)CC4CCC(C(C4)OC)O)C)C)O)OC)C)C)C)OC. Drug 1: CC1=C(C=C(C=C1)NC2=NC=CC(=N2)N(C)C3=CC4=NN(C(=C4C=C3)C)C)S(=O)(=O)N.Cl. Cell line: ACHN. Synergy scores: CSS=38.4, Synergy_ZIP=2.35, Synergy_Bliss=2.70, Synergy_Loewe=5.92, Synergy_HSA=6.69. (7) Drug 1: CNC(=O)C1=CC=CC=C1SC2=CC3=C(C=C2)C(=NN3)C=CC4=CC=CC=N4. Drug 2: C1=NC(=NC(=O)N1C2C(C(C(O2)CO)O)O)N. Cell line: SW-620. Synergy scores: CSS=9.41, Synergy_ZIP=-2.09, Synergy_Bliss=0.518, Synergy_Loewe=-2.99, Synergy_HSA=-1.31. (8) Drug 1: CC1=C(C(=O)C2=C(C1=O)N3CC4C(C3(C2COC(=O)N)OC)N4)N. Drug 2: CC1C(C(CC(O1)OC2CC(CC3=C2C(=C4C(=C3O)C(=O)C5=C(C4=O)C(=CC=C5)OC)O)(C(=O)CO)O)N)O.Cl. Cell line: NCI/ADR-RES. Synergy scores: CSS=18.1, Synergy_ZIP=-4.50, Synergy_Bliss=-1.05, Synergy_Loewe=0.0573, Synergy_HSA=0.659. (9) Drug 1: C1C(C(OC1N2C=NC3=C(N=C(N=C32)Cl)N)CO)O. Drug 2: C1=CC=C(C=C1)NC(=O)CCCCCCC(=O)NO. Cell line: OVCAR3. Synergy scores: CSS=11.8, Synergy_ZIP=0.866, Synergy_Bliss=6.18, Synergy_Loewe=-7.35, Synergy_HSA=-3.35. (10) Synergy scores: CSS=21.7, Synergy_ZIP=-0.864, Synergy_Bliss=2.20, Synergy_Loewe=-3.97, Synergy_HSA=1.65. Drug 2: CC12CCC3C(C1CCC2=O)CC(=C)C4=CC(=O)C=CC34C. Drug 1: CC(C1=C(C=CC(=C1Cl)F)Cl)OC2=C(N=CC(=C2)C3=CN(N=C3)C4CCNCC4)N. Cell line: HT29.